Dataset: Catalyst prediction with 721,799 reactions and 888 catalyst types from USPTO. Task: Predict which catalyst facilitates the given reaction. Reactant: [NH2:1][CH2:2][CH2:3][OH:4].[CH3:5][O:6][C:7]1[CH:14]=[CH:13][C:10]([CH:11]=O)=[CH:9][CH:8]=1.CO.C(O[BH-](OC(=O)C)OC(=O)C)(=O)C.[Na+]. Product: [CH3:5][O:6][C:7]1[CH:14]=[CH:13][C:10]([CH2:11][NH:1][CH2:2][CH2:3][OH:4])=[CH:9][CH:8]=1. The catalyst class is: 15.